Dataset: Full USPTO retrosynthesis dataset with 1.9M reactions from patents (1976-2016). Task: Predict the reactants needed to synthesize the given product. (1) Given the product [Cl:19][C:2]1[CH:7]=[CH:6][N:5]2[C:8]([CH2:11][C:12]([F:15])([F:14])[F:13])=[CH:9][N:10]=[C:4]2[C:3]=1[C:16]#[N:17], predict the reactants needed to synthesize it. The reactants are: O[C:2]1[CH:7]=[CH:6][N:5]2[C:8]([CH2:11][C:12]([F:15])([F:14])[F:13])=[CH:9][N:10]=[C:4]2[C:3]=1[C:16]#[N:17].O(Cl)[Cl:19].[P+5]. (2) Given the product [NH2:7][C@H:8]([C:24]#[N:25])[CH2:9][C:10]1[CH:11]=[CH:12][C:13]([C:16]2[CH:21]=[CH:20][C:19]([C:22]#[N:23])=[CH:18][CH:17]=2)=[CH:14][CH:15]=1, predict the reactants needed to synthesize it. The reactants are: C(OC(=O)[NH:7][C@H:8]([C:24]#[N:25])[CH2:9][C:10]1[CH:15]=[CH:14][C:13]([C:16]2[CH:21]=[CH:20][C:19]([C:22]#[N:23])=[CH:18][CH:17]=2)=[CH:12][CH:11]=1)(C)(C)C. (3) Given the product [C:12]([O:16][C:17]([NH:18][CH2:19][CH2:20][O:21][S:1]([C:4]1[CH:10]=[CH:9][C:7]([CH3:8])=[CH:6][CH:5]=1)(=[O:3])=[O:2])=[O:22])([CH3:15])([CH3:13])[CH3:14], predict the reactants needed to synthesize it. The reactants are: [S:1](Cl)([C:4]1[CH:10]=[CH:9][C:7]([CH3:8])=[CH:6][CH:5]=1)(=[O:3])=[O:2].[C:12]([O:16][C:17](=[O:22])[NH:18][CH2:19][CH2:20][OH:21])([CH3:15])([CH3:14])[CH3:13].CCN(CC)CC. (4) The reactants are: Br[C:2]1[CH:8]=[C:7]([N+:9]([O-:11])=[O:10])[C:6]([F:12])=[CH:5][C:3]=1[NH2:4].[CH3:13][C:14]([CH3:23])([C:21]#[CH:22])[CH2:15][C:16]([O:18][CH2:19][CH3:20])=[O:17]. Given the product [CH2:19]([O:18][C:16](=[O:17])[CH2:15][C:14]([CH3:23])([CH3:13])[C:21]#[C:22][C:2]1[CH:8]=[C:7]([N+:9]([O-:11])=[O:10])[C:6]([F:12])=[CH:5][C:3]=1[NH2:4])[CH3:20], predict the reactants needed to synthesize it. (5) Given the product [C:58]([N:51]1[C:52]2[C:57](=[CH:56][CH:55]=[CH:54][CH:53]=2)[C@H:48]([NH:47][C:36]2[CH:46]=[CH:45][C:39]([C:40]([N:42]([CH3:44])[CH3:43])=[O:41])=[CH:38][CH:37]=2)[C@@H:49]([CH3:64])[C@@H:50]1[CH:61]1[CH2:63][CH2:62]1)(=[O:60])[CH3:59], predict the reactants needed to synthesize it. The reactants are: CN(C1C(C2C(P(C3CCCCC3)C3CCCCC3)=CC=CC=2)=CC=CC=1)C.CC(C)([O-])C.[Na+].Br[C:36]1[CH:46]=[CH:45][C:39]([C:40]([N:42]([CH3:44])[CH3:43])=[O:41])=[CH:38][CH:37]=1.[NH2:47][C@H:48]1[C:57]2[C:52](=[CH:53][CH:54]=[CH:55][CH:56]=2)[N:51]([C:58](=[O:60])[CH3:59])[C@@H:50]([CH:61]2[CH2:63][CH2:62]2)[C@@H:49]1[CH3:64]. (6) The reactants are: Br[C:2]1[S:10][C:9]2[C:8]([C:11]#[N:12])=[CH:7][N:6]=[C:5]([O:13][C@H:14]3[CH2:19][CH2:18][CH2:17][N:16]([C:20]([O:22][C:23]([CH3:26])([CH3:25])[CH3:24])=[O:21])[CH2:15]3)[C:4]=2[CH:3]=1.[C:27]1(B(O)O)[CH:32]=[CH:31][CH:30]=[CH:29][CH:28]=1.C(=O)([O-])[O-].[Cs+].[Cs+].O1CCOCC1. Given the product [C:11]([C:8]1[C:9]2[S:10][C:2]([C:27]3[CH:32]=[CH:31][CH:30]=[CH:29][CH:28]=3)=[CH:3][C:4]=2[C:5]([O:13][C@H:14]2[CH2:19][CH2:18][CH2:17][N:16]([C:20]([O:22][C:23]([CH3:26])([CH3:25])[CH3:24])=[O:21])[CH2:15]2)=[N:6][CH:7]=1)#[N:12], predict the reactants needed to synthesize it.